From a dataset of Forward reaction prediction with 1.9M reactions from USPTO patents (1976-2016). Predict the product of the given reaction. (1) Given the reactants [Cl:1][C:2]1[CH:25]=[CH:24][C:5]([CH2:6][N:7]2[C:15]3[C:10](=[CH:11][C:12](/[CH:16]=[C:17]4/[C:18](=[O:23])[NH:19][C:20](=[O:22])[S:21]/4)=[CH:13][CH:14]=3)[CH:9]=[N:8]2)=[C:4]([C:26]([F:29])([F:28])[F:27])[CH:3]=1.[CH2:30]1[C@@H:35]2[CH2:36][O:37][CH2:38][CH2:39][N:34]2[CH2:33][C@H:32]([CH2:40]O)[O:31]1, predict the reaction product. The product is: [Cl:1][C:2]1[CH:25]=[CH:24][C:5]([CH2:6][N:7]2[C:15]3[C:10](=[CH:11][C:12](/[CH:16]=[C:17]4/[C:18](=[O:23])[N:19]([CH2:40][C@@H:32]5[O:31][CH2:30][C@@H:35]6[CH2:36][O:37][CH2:38][CH2:39][N:34]6[CH2:33]5)[C:20](=[O:22])[S:21]/4)=[CH:13][CH:14]=3)[CH:9]=[N:8]2)=[C:4]([C:26]([F:27])([F:29])[F:28])[CH:3]=1. (2) Given the reactants [F:1][C:2]([F:27])([F:26])[C:3]1[CH:8]=[CH:7][C:6]([C:9]2[C:13]3[CH:14]=[CH:15][C:16]([C:18]#[C:19][CH2:20]OS(C)(=O)=O)=[CH:17][C:12]=3[S:11][N:10]=2)=[CH:5][CH:4]=1.[CH3:28][NH:29][CH3:30], predict the reaction product. The product is: [CH3:28][N:29]([CH3:30])[CH2:20][C:19]#[C:18][C:16]1[CH:15]=[CH:14][C:13]2[C:9]([C:6]3[CH:7]=[CH:8][C:3]([C:2]([F:27])([F:26])[F:1])=[CH:4][CH:5]=3)=[N:10][S:11][C:12]=2[CH:17]=1. (3) Given the reactants Br[CH:2]([C:4]1[S:8][C:7]([S:9][C:10]2[CH:15]=[CH:14][C:13]([Cl:16])=[CH:12][C:11]=2[Cl:17])=[C:6]([N+:18]([O-:20])=[O:19])[CH:5]=1)[CH3:3].[CH3:21][NH:22][CH3:23], predict the reaction product. The product is: [Cl:17][C:11]1[CH:12]=[C:13]([Cl:16])[CH:14]=[CH:15][C:10]=1[S:9][C:7]1[S:8][C:4]([CH:2]([N:22]([CH3:23])[CH3:21])[CH3:3])=[CH:5][C:6]=1[N+:18]([O-:20])=[O:19]. (4) Given the reactants [Cl:1][C:2]1[N:10]=[C:9]2[C:5]([N:6]=[C:7]([CH2:13][N:14]3[CH2:19]CC(N4CC(F)(F)C4)C[CH2:15]3)[N:8]2[CH2:11][CH3:12])=[C:4]([N:26]2[CH2:31][CH2:30][O:29][CH2:28][CH2:27]2)[N:3]=1.[CH3:32][C:33]1(C)[CH2:38]NC[CH2:35][N:34]1[CH2:39][C:40]([NH2:42])=[O:41], predict the reaction product. The product is: [Cl:1][C:2]1[N:10]=[C:9]2[C:5]([N:6]=[C:7]([CH2:13][N:14]3[CH2:15][CH2:35][N:34]([CH2:39][C:40]([NH2:42])=[O:41])[C:33]([CH3:38])([CH3:32])[CH2:19]3)[N:8]2[CH2:11][CH3:12])=[C:4]([N:26]2[CH2:31][CH2:30][O:29][CH2:28][CH2:27]2)[N:3]=1. (5) Given the reactants [CH3:1][O:2][C:3]([C:5]1[C:6]([OH:24])=[C:7]2[C:12](=[CH:13][N:14]=1)[N:11]([CH2:15][C:16]1[CH:21]=[CH:20][CH:19]=[CH:18][CH:17]=1)[C:10](=[O:22])[C:9](Br)=[CH:8]2)=[O:4].[CH3:25][O:26][C:27]1[CH:32]=[CH:31][C:30](B(O)O)=[CH:29][CH:28]=1.[O-]P([O-])([O-])=O.[K+].[K+].[K+].COC1C=CC=C(OC)C=1C1C=CC=CC=1P(C1CCCCC1)C1CCCCC1.Cl, predict the reaction product. The product is: [CH3:1][O:2][C:3]([C:5]1[C:6]([OH:24])=[C:7]2[C:12](=[CH:13][N:14]=1)[N:11]([CH2:15][C:16]1[CH:21]=[CH:20][CH:19]=[CH:18][CH:17]=1)[C:10](=[O:22])[C:9]([C:30]1[CH:31]=[CH:32][C:27]([O:26][CH3:25])=[CH:28][CH:29]=1)=[CH:8]2)=[O:4]. (6) Given the reactants [F:1][C:2]([F:14])([F:13])[O:3][C:4]1[CH:9]=[CH:8][C:7]([CH:10](O)[CH3:11])=[CH:6][CH:5]=1.C(Br)(Br)(Br)[Br:16].C1C=CC(P(C2C=CC=CC=2)C2C=CC=CC=2)=CC=1, predict the reaction product. The product is: [Br:16][CH:10]([C:7]1[CH:8]=[CH:9][C:4]([O:3][C:2]([F:14])([F:13])[F:1])=[CH:5][CH:6]=1)[CH3:11]. (7) Given the reactants C(OC([N:8]([C:24]1[N:25]([CH2:38][CH2:39][CH3:40])[N:26]=[C:27]2[C:36]=1[C:35]1[CH:34]=[CH:33][CH:32]=[CH:31][C:30]=1[N:29]=[C:28]2[Cl:37])CCC1CCN(C(OC(C)(C)C)=O)CC1)=O)(C)(C)C.[ClH:41].[NH3:42], predict the reaction product. The product is: [ClH:37].[ClH:41].[NH:42]1[CH2:33][CH2:34][CH:35]([CH2:36][CH2:24][NH:8][C:28]2[C:27]3=[N:26][N:25]([CH2:38][CH2:39][CH3:40])[C:24]([NH2:8])=[C:36]3[C:35]3[CH:34]=[CH:33][CH:32]=[CH:31][C:30]=3[N:29]=2)[CH2:30][CH2:31]1.